This data is from Peptide-MHC class II binding affinity with 134,281 pairs from IEDB. The task is: Regression. Given a peptide amino acid sequence and an MHC pseudo amino acid sequence, predict their binding affinity value. This is MHC class II binding data. The peptide sequence is ADAGYAPATPAAAGA. The MHC is HLA-DPA10201-DPB10101 with pseudo-sequence HLA-DPA10201-DPB10101. The binding affinity (normalized) is 0.0984.